Dataset: Reaction yield outcomes from USPTO patents with 853,638 reactions. Task: Predict the reaction yield, written as a fraction of the theoretical maximum amount of product (1.0 means a 100% yield; for example, 0.34 means a 34% yield). (1) The reactants are [NH2:1][C:2]1[CH:7]=[CH:6][CH:5]=[CH:4][C:3]=1[S:8]([CH:11]([CH3:13])[CH3:12])(=[O:10])=[O:9].[H-].[Na+].[Cl:16][C:17]1[N:22]=[C:21](Cl)[C:20]([Cl:24])=[CH:19][N:18]=1. The catalyst is CN(C=O)C. The product is [Cl:16][C:17]1[N:22]=[C:21]([NH:1][C:2]2[CH:7]=[CH:6][CH:5]=[CH:4][C:3]=2[S:8]([CH:11]([CH3:13])[CH3:12])(=[O:10])=[O:9])[C:20]([Cl:24])=[CH:19][N:18]=1. The yield is 0.200. (2) The reactants are CN(C)C=CC([C:7]1[CH:12]=[CH:11][CH:10]=[CH:9][C:8]=1[N:13]([CH3:17])[C:14](=[O:16])[CH3:15])=O.[NH2:19][C:20]1[NH:24][N:23]=[CH:22][C:21]=1[C:25]([C:27]1[S:28][CH:29]=[CH:30][CH:31]=1)=[O:26].ClCCl.[CH3:35]O.[C:37](O)(=O)[CH3:38]. The product is [CH3:17][N:13]([C:8]1[CH:7]=[CH:12][CH:11]=[C:10]([C:35]2[N:24]3[N:23]=[CH:22][C:21]([C:25]([C:27]4[S:28][CH:29]=[CH:30][CH:31]=4)=[O:26])=[C:20]3[N:19]=[CH:38][CH:37]=2)[CH:9]=1)[C:14](=[O:16])[CH3:15]. The yield is 0.900. The catalyst is O.